Dataset: Peptide-MHC class I binding affinity with 185,985 pairs from IEDB/IMGT. Task: Regression. Given a peptide amino acid sequence and an MHC pseudo amino acid sequence, predict their binding affinity value. This is MHC class I binding data. (1) The peptide sequence is HLMFYTLPI. The MHC is HLA-A32:01 with pseudo-sequence HLA-A32:01. The binding affinity (normalized) is 1.00. (2) The peptide sequence is FTGEYLLRL. The MHC is HLA-B51:01 with pseudo-sequence HLA-B51:01. The binding affinity (normalized) is 0.0847. (3) The peptide sequence is NAMGADYYA. The MHC is HLA-A29:02 with pseudo-sequence HLA-A29:02. The binding affinity (normalized) is 0.375. (4) The peptide sequence is LLPYPIAGC. The MHC is HLA-B27:05 with pseudo-sequence HLA-B27:05. The binding affinity (normalized) is 0.0847. (5) The peptide sequence is VDICKAAMGL. The MHC is Mamu-A11 with pseudo-sequence Mamu-A11. The binding affinity (normalized) is 0.730. (6) The peptide sequence is YKSLRAEQT. The MHC is HLA-B27:05 with pseudo-sequence HLA-B27:05. The binding affinity (normalized) is 0. (7) The peptide sequence is LETCHRNAF. The MHC is HLA-B40:01 with pseudo-sequence HLA-B40:01. The binding affinity (normalized) is 0.359. (8) The peptide sequence is TPGPGTRYPL. The MHC is HLA-B54:01 with pseudo-sequence HLA-B54:01. The binding affinity (normalized) is 0. (9) The peptide sequence is FTAGEVRRA. The MHC is Mamu-A02 with pseudo-sequence Mamu-A02. The binding affinity (normalized) is 0.109.